From a dataset of Catalyst prediction with 721,799 reactions and 888 catalyst types from USPTO. Predict which catalyst facilitates the given reaction. Reactant: [Cl:1][C:2]1[CH:14]=[CH:13][C:12]2[CH2:15][CH2:16][NH:17][CH2:18][CH2:19][N:10]3[C:11]=2[C:3]=1[C:4]1[CH2:5][CH2:6][CH2:7][CH2:8][C:9]=13.C([BH3-])#N.[Na+]. The catalyst class is: 15. Product: [Cl:1][C:2]1[CH:14]=[CH:13][C:12]2[CH2:15][CH2:16][NH:17][CH2:18][CH2:19][N:10]3[C:11]=2[C:3]=1[CH:4]1[CH:9]3[CH2:8][CH2:7][CH2:6][CH2:5]1.